Dataset: NCI-60 drug combinations with 297,098 pairs across 59 cell lines. Task: Regression. Given two drug SMILES strings and cell line genomic features, predict the synergy score measuring deviation from expected non-interaction effect. (1) Drug 1: CC(CN1CC(=O)NC(=O)C1)N2CC(=O)NC(=O)C2. Drug 2: C1=NC2=C(N1)C(=S)N=CN2. Cell line: MOLT-4. Synergy scores: CSS=59.3, Synergy_ZIP=-6.50, Synergy_Bliss=-10.9, Synergy_Loewe=-11.5, Synergy_HSA=-8.42. (2) Drug 1: C(CC(=O)O)C(=O)CN.Cl. Drug 2: C1CN(CCN1C(=O)CCBr)C(=O)CCBr. Cell line: UACC-257. Synergy scores: CSS=7.96, Synergy_ZIP=-5.56, Synergy_Bliss=-3.11, Synergy_Loewe=-2.30, Synergy_HSA=-0.755.